Task: Binary Classification. Given a drug SMILES string, predict its activity (active/inactive) in a high-throughput screening assay against a specified biological target.. Dataset: HIV replication inhibition screening data with 41,000+ compounds from the AIDS Antiviral Screen The compound is Cc1csc2c(P(=O)(OC(C)C)OC(C)C)c(-c3ccccc3)cn12. The result is 0 (inactive).